From a dataset of Full USPTO retrosynthesis dataset with 1.9M reactions from patents (1976-2016). Predict the reactants needed to synthesize the given product. (1) The reactants are: [NH:1]1[CH2:4][CH:3]([O:5][C:6]2[CH:11]=[CH:10][C:9]([C:12]([F:15])([F:14])[F:13])=[CH:8][N:7]=2)[CH2:2]1.Br[C:17]1[CH:22]=[CH:21][C:20]([C@@H:23]([NH:25][C:26](=[O:28])[CH3:27])[CH3:24])=[CH:19][CH:18]=1. Given the product [F:13][C:12]([F:15])([F:14])[C:9]1[CH:10]=[CH:11][C:6]([O:5][CH:3]2[CH2:4][N:1]([C:17]3[CH:22]=[CH:21][C:20]([C@@H:23]([NH:25][C:26](=[O:28])[CH3:27])[CH3:24])=[CH:19][CH:18]=3)[CH2:2]2)=[N:7][CH:8]=1, predict the reactants needed to synthesize it. (2) Given the product [Cl:12][CH2:13][C:14]([NH:10][CH2:9][CH2:8][N:7]([CH:1]1[CH2:6][CH2:5][CH2:4][CH2:3][CH2:2]1)[CH3:11])=[O:15], predict the reactants needed to synthesize it. The reactants are: [CH:1]1([N:7]([CH3:11])[CH2:8][CH2:9][NH2:10])[CH2:6][CH2:5][CH2:4][CH2:3][CH2:2]1.[Cl:12][CH2:13][C:14](O[C:14](=[O:15])[CH2:13][Cl:12])=[O:15]. (3) Given the product [CH2:18]([C:17]([C:22]1[CH:35]=[CH:34][C:25]([O:26][CH2:27][C:28](=[O:33])[C:29]([CH3:30])([CH3:32])[CH3:31])=[C:24]([CH3:36])[CH:23]=1)([C:15]1[O:16][C:12]2[CH:11]=[CH:10][C:9]([OH:8])=[CH:37][C:13]=2[CH:14]=1)[CH2:20][CH3:21])[CH3:19], predict the reactants needed to synthesize it. The reactants are: C([O:8][C:9]1[CH:10]=[CH:11][C:12]2[O:16][C:15]([C:17]([C:22]3[CH:35]=[CH:34][C:25]([O:26][CH2:27][C:28](=[O:33])[C:29]([CH3:32])([CH3:31])[CH3:30])=[C:24]([CH3:36])[CH:23]=3)([CH2:20][CH3:21])[CH2:18][CH3:19])=[CH:14][C:13]=2[CH:37]=1)C1C=CC=CC=1. (4) Given the product [Br:27][CH2:2][C:3]1[CH:4]=[C:5]([CH:15]=[C:16]([O:18][C@@H:19]([CH3:23])[CH2:20][O:21][CH3:22])[CH:17]=1)[C:6]([NH:8][C:9]1[CH:14]=[N:13][CH:12]=[CH:11][N:10]=1)=[O:7], predict the reactants needed to synthesize it. The reactants are: O[CH2:2][C:3]1[CH:4]=[C:5]([CH:15]=[C:16]([O:18][C@@H:19]([CH3:23])[CH2:20][O:21][CH3:22])[CH:17]=1)[C:6]([NH:8][C:9]1[CH:14]=[N:13][CH:12]=[CH:11][N:10]=1)=[O:7].P(OBr)(OBr)(O[Br:27])=O. (5) Given the product [Cl:1][C:2]1[CH:7]=[CH:6][C:5]([C:8]2[N:12]([C:13]3[CH:18]=[CH:17][CH:16]=[CH:15][C:14]=3[O:19][CH3:20])[N:11]=[C:10]([CH:21]3[CH2:25][C:24]([CH3:27])([CH3:26])[O:23][C:22]3([CH3:29])[CH3:28])[CH:9]=2)=[CH:4][CH:3]=1, predict the reactants needed to synthesize it. The reactants are: [Cl:1][C:2]1[CH:7]=[CH:6][C:5]([C:8]2[N:12]([C:13]3[CH:18]=[CH:17][CH:16]=[CH:15][C:14]=3[O:19][CH3:20])[N:11]=[C:10]([C:21]3[C:22]([CH3:29])([CH3:28])[O:23][C:24]([CH3:27])([CH3:26])[CH:25]=3)[CH:9]=2)=[CH:4][CH:3]=1. (6) The reactants are: O=C1C2C(=CC=CC=2)N=C(C(OCC)=O)N1.[O:17]=[C:18]1[NH:23][C:22]([C:24]([O:26]CC)=O)=[N:21][C:20]2[S:29][CH:30]=[C:31]([C:32]3[CH:36]=[CH:35][S:34][CH:33]=3)[C:19]1=2.C1(C(C2C=CC=CC=2)(C2C=CC=CC=2)N2C=NC(CCCOC3C=C(CN)C=CN=3)=N2)C=CC=CC=1.C1(C(C2C=CC=CC=2)(C2C=CC=CC=2)[N:80]2[CH:84]=[N:83][C:82]([O:85][CH2:86][CH2:87][O:88][C:89]3[CH:90]=[C:91]([CH2:95][NH2:96])[CH:92]=[CH:93][CH:94]=3)=[N:81]2)C=CC=CC=1. Given the product [O:17]=[C:18]1[NH:23][C:22]([C:24]([NH:96][CH2:95][C:91]2[CH:92]=[CH:93][CH:94]=[C:89]([O:88][CH2:87][CH2:86][O:85][C:82]3[N:83]=[CH:84][NH:80][N:81]=3)[CH:90]=2)=[O:26])=[N:21][C:20]2[S:29][CH:30]=[C:31]([C:32]3[CH:36]=[CH:35][S:34][CH:33]=3)[C:19]1=2, predict the reactants needed to synthesize it. (7) Given the product [Cl:1][C:2]1[CH:11]=[C:6]([C:7]([O:9][CH3:10])=[O:8])[C:5]([F:12])=[CH:4][C:3]=1[O:14][CH2:15][CH:16]1[CH2:19][N:18]([C:20]([O:22][C:23]([CH3:26])([CH3:25])[CH3:24])=[O:21])[CH2:17]1, predict the reactants needed to synthesize it. The reactants are: [Cl:1][C:2]1[C:3](F)=[CH:4][C:5]([F:12])=[C:6]([CH:11]=1)[C:7]([O:9][CH3:10])=[O:8].[OH:14][CH2:15][CH:16]1[CH2:19][N:18]([C:20]([O:22][C:23]([CH3:26])([CH3:25])[CH3:24])=[O:21])[CH2:17]1.C(=O)([O-])[O-].[K+].[K+].